This data is from Full USPTO retrosynthesis dataset with 1.9M reactions from patents (1976-2016). The task is: Predict the reactants needed to synthesize the given product. (1) The reactants are: [F:1][C:2]1[N:7]=[C:6]([N:8]2[CH2:13][CH2:12][NH:11][CH2:10][CH2:9]2)[CH:5]=[CH:4][CH:3]=1.C(=O)([O-])[O-].[K+].[K+].Br[CH2:21][CH2:22][CH2:23][CH2:24][N:25]1[C:29](=[O:30])[C:28]2=[CH:31][CH:32]=[CH:33][CH:34]=[C:27]2[C:26]1=[O:35]. Given the product [F:1][C:2]1[N:7]=[C:6]([N:8]2[CH2:13][CH2:12][N:11]([CH2:21][CH2:22][CH2:23][CH2:24][N:25]3[C:29](=[O:30])[C:28]4[C:27](=[CH:34][CH:33]=[CH:32][CH:31]=4)[C:26]3=[O:35])[CH2:10][CH2:9]2)[CH:5]=[CH:4][CH:3]=1, predict the reactants needed to synthesize it. (2) Given the product [NH2:11][C:10]1[C:3]([NH:2][CH3:1])=[CH:4][C:5]([N:14]2[CH2:19][CH2:18][CH:17]([C:20]([F:21])([F:22])[F:23])[CH2:16][CH2:15]2)=[C:6]([CH:9]=1)[C:7]#[N:8], predict the reactants needed to synthesize it. The reactants are: [CH3:1][NH:2][C:3]1[C:10]([N+:11]([O-])=O)=[CH:9][C:6]([C:7]#[N:8])=[C:5]([N:14]2[CH2:19][CH2:18][CH:17]([C:20]([F:23])([F:22])[F:21])[CH2:16][CH2:15]2)[CH:4]=1.CCOC(C)=O. (3) Given the product [ClH:44].[ClH:44].[CH3:1][N:2]([CH2:4][C:5]1[CH:6]=[CH:7][C:8]([O:42][CH3:43])=[C:9]([NH:11][C:12]([C@H:14]([NH:26][C:27]([N:29]2[CH2:34][CH2:33][NH:32][CH2:31][CH2:30]2)=[O:28])[C@H:15]([C:17]2[C:25]3[C:20](=[CH:21][CH:22]=[CH:23][CH:24]=3)[NH:19][CH:18]=2)[CH3:16])=[O:13])[CH:10]=1)[CH3:3], predict the reactants needed to synthesize it. The reactants are: [CH3:1][N:2]([CH2:4][C:5]1[CH:6]=[CH:7][C:8]([O:42][CH3:43])=[C:9]([NH:11][C:12]([C@H:14]([NH:26][C:27]([N:29]2[CH2:34][CH2:33][N:32](C(OC(C)(C)C)=O)[CH2:31][CH2:30]2)=[O:28])[C@H:15]([C:17]2[C:25]3[C:20](=[CH:21][CH:22]=[CH:23][CH:24]=3)[NH:19][CH:18]=2)[CH3:16])=[O:13])[CH:10]=1)[CH3:3].[ClH:44].C(OCC)(=O)C. (4) Given the product [O:7]([C:8]1[CH:13]=[CH:12][C:11]([CH:20]([C:21]2[CH:26]=[CH:25][CH:24]=[CH:23][CH:22]=2)[OH:27])=[CH:10][CH:9]=1)[C:4]1[CH:5]=[CH:6][CH:1]=[CH:2][CH:3]=1, predict the reactants needed to synthesize it. The reactants are: [CH:1]1[CH:6]=[CH:5][C:4]([O:7][C:8]2[CH:13]=[CH:12][C:11](Br)=[CH:10][CH:9]=2)=[CH:3][CH:2]=1.C([Li])CCC.[CH:20](=[O:27])[C:21]1[CH:26]=[CH:25][CH:24]=[CH:23][CH:22]=1. (5) Given the product [CH3:18][O:19][C:20]1[CH:27]=[CH:26][CH:25]=[CH:24][C:21]=1[CH2:22][NH:23][CH2:13][C:12]1[CH:15]=[CH:16][CH:17]=[C:10]([CH2:9][CH2:8][O:7][CH:2]2[CH2:3][CH2:4][CH2:5][CH2:6][O:1]2)[CH:11]=1, predict the reactants needed to synthesize it. The reactants are: [O:1]1[CH2:6][CH2:5][CH2:4][CH2:3][CH:2]1[O:7][CH2:8][CH2:9][C:10]1[CH:11]=[C:12]([CH:15]=[CH:16][CH:17]=1)[CH:13]=O.[CH3:18][O:19][C:20]1[CH:27]=[CH:26][CH:25]=[CH:24][C:21]=1[CH2:22][NH2:23].O.CCCC(C)C.CCOC(C)=O. (6) The reactants are: [CH:1]1[C:7]([NH2:8])=[N:6][C:4](=[O:5])[N:3]([C@@H:9]2[O:13][C@H:12]([CH2:14][OH:15])[C@@H:11]([OH:16])[C:10]2([F:18])[F:17])[CH:2]=1. Given the product [CH:1]1[C:7]([NH2:8])=[N:6][C:4](=[O:5])[N:3]([C@@H:9]2[O:13][C@H:12]([CH2:14][OH:15])[C@@H:11]([OH:16])[C:10]2([F:17])[F:18])[CH:2]=1.[CH:1]1[C:7]([NH2:8])=[N:6][C:4](=[O:5])[N:3]([C@@H:9]2[O:13][C@H:12]([CH2:14][OH:15])[C@@H:11]([OH:16])[C:10]2([F:17])[F:18])[CH:2]=1, predict the reactants needed to synthesize it. (7) Given the product [Br:1][C:2]1[CH:7]=[CH:6][C:5]([C:8]2[O:12][N:11]=[C:10]([CH3:13])[C:9]=2[CH:14]([OH:15])[CH2:16][S:26][CH2:25][C:21]2[CH:22]=[CH:23][CH:24]=[C:19]([C:18]([F:17])([F:27])[F:28])[CH:20]=2)=[CH:4][CH:3]=1, predict the reactants needed to synthesize it. The reactants are: [Br:1][C:2]1[CH:7]=[CH:6][C:5]([C:8]2[O:12][N:11]=[C:10]([CH3:13])[C:9]=2[CH:14]2[CH2:16][O:15]2)=[CH:4][CH:3]=1.[F:17][C:18]([F:28])([F:27])[C:19]1[CH:20]=[C:21]([CH2:25][SH:26])[CH:22]=[CH:23][CH:24]=1. (8) Given the product [I:5][C:6]1[CH:15]=[CH:14][C:13]2[C:8](=[CH:9][CH:10]=[C:11]([OH:16])[CH:12]=2)[CH:7]=1, predict the reactants needed to synthesize it. The reactants are: B(Br)(Br)Br.[I:5][C:6]1[CH:15]=[CH:14][C:13]2[C:8](=[CH:9][CH:10]=[C:11]([O:16]C)[CH:12]=2)[CH:7]=1.O. (9) The reactants are: [CH3:1][S:2](Cl)(=[O:4])=[O:3].[CH3:6][C:7]1([CH3:27])[O:11][C@H:10]([C@H:12]([OH:14])[CH3:13])[C@H:9]([CH2:15][O:16][Si:17]([CH:24]([CH3:26])[CH3:25])([CH:21]([CH3:23])[CH3:22])[CH:18]([CH3:20])[CH3:19])[O:8]1.C(N(CC)CC)C.O. Given the product [CH3:1][S:2]([O:14][C@@H:12]([C@H:10]1[C@H:9]([CH2:15][O:16][Si:17]([CH:24]([CH3:26])[CH3:25])([CH:18]([CH3:19])[CH3:20])[CH:21]([CH3:23])[CH3:22])[O:8][C:7]([CH3:6])([CH3:27])[O:11]1)[CH3:13])(=[O:4])=[O:3], predict the reactants needed to synthesize it. (10) Given the product [NH2:17][CH2:16][C:9]1([C:4]2[CH:5]=[CH:6][C:7]([Cl:8])=[C:2]([Cl:1])[CH:3]=2)[CH2:14][CH2:13][CH2:12][C:11]([CH3:18])([OH:15])[CH2:10]1, predict the reactants needed to synthesize it. The reactants are: [Cl:1][C:2]1[CH:3]=[C:4]([C:9]2([C:16]#[N:17])[CH2:14][CH2:13][CH2:12][C:11](=[O:15])[CH2:10]2)[CH:5]=[CH:6][C:7]=1[Cl:8].[CH3:18]C#N.O.